This data is from Forward reaction prediction with 1.9M reactions from USPTO patents (1976-2016). The task is: Predict the product of the given reaction. (1) Given the reactants [CH2:1]([C:8]1[CH:9]=[N:10][C:11]2[C:16]([C:17]=1[C:18]1[CH:19]=[C:20]([NH2:24])[CH:21]=[CH:22][CH:23]=1)=[CH:15][CH:14]=[CH:13][C:12]=2[C:25]([F:28])([F:27])[F:26])[C:2]1[CH:7]=[CH:6][CH:5]=[CH:4][CH:3]=1.[F:29][C:30]1[CH:37]=[CH:36][C:35]([F:38])=[CH:34][C:31]=1[CH:32]=O, predict the reaction product. The product is: [CH2:1]([C:8]1[CH:9]=[N:10][C:11]2[C:16]([C:17]=1[C:18]1[CH:19]=[C:20]([NH:24][CH2:32][C:31]3[CH:34]=[C:35]([F:38])[CH:36]=[CH:37][C:30]=3[F:29])[CH:21]=[CH:22][CH:23]=1)=[CH:15][CH:14]=[CH:13][C:12]=2[C:25]([F:28])([F:26])[F:27])[C:2]1[CH:3]=[CH:4][CH:5]=[CH:6][CH:7]=1. (2) The product is: [OH:34][CH2:18][CH2:17][C:13]1[C:12](=[O:19])[N:11]([C:3]2[CH:4]=[CH:5][C:6]([N+:8]([O-:10])=[O:9])=[CH:7][C:2]=2[CH3:1])[CH:16]=[CH:15][CH:14]=1. Given the reactants [CH3:1][C:2]1[CH:7]=[C:6]([N+:8]([O-:10])=[O:9])[CH:5]=[CH:4][C:3]=1[N:11]1[CH:16]=[CH:15][CH:14]=[C:13]([CH:17]=[CH2:18])[C:12]1=[O:19].C12BC(CCC1)CCC2.[OH-].[Na+].OO.S(OS([O-])=O)([O-])=[O:34].[Na+].[Na+], predict the reaction product. (3) The product is: [CH3:19][O:20][C:21]1[C:30]([CH2:31][CH2:32][N:1]2[CH2:2][CH2:3][CH:4]([N:7]3[C:15]4[C:10](=[CH:11][CH:12]=[C:13]([C:16]([NH2:18])=[O:17])[CH:14]=4)[CH:9]=[CH:8]3)[CH2:5][CH2:6]2)=[C:29]2[C:24]([C:25](=[O:36])[CH2:26][C:27]([CH3:35])([CH3:34])[O:28]2)=[CH:23][CH:22]=1. Given the reactants [NH:1]1[CH2:6][CH2:5][CH:4]([N:7]2[C:15]3[C:10](=[CH:11][CH:12]=[C:13]([C:16]([NH2:18])=[O:17])[CH:14]=3)[CH:9]=[CH:8]2)[CH2:3][CH2:2]1.[CH3:19][O:20][C:21]1[C:30]([CH2:31][CH:32]=O)=[C:29]2[C:24]([C:25](=[O:36])[CH2:26][C:27]([CH3:35])([CH3:34])[O:28]2)=[CH:23][CH:22]=1.C(O[BH-](OC(=O)C)OC(=O)C)(=O)C.[Na+].C(=O)(O)[O-].[Na+], predict the reaction product. (4) Given the reactants [CH3:1][C:2]1[N:3]=[C:4]([NH:12][C:13](=[O:15])[CH3:14])[S:5][C:6]=1[C:7]1[CH:8]=[N:9][NH:10][CH:11]=1.C(N1C=C(C2SC(NC(=O)C)=NC=2C)C=N1)C1C=CC=CC=1.[CH3:38][C:39]1[C:43]([S:44](Cl)(=[O:46])=[O:45])=[C:42]([CH3:48])[O:41][N:40]=1, predict the reaction product. The product is: [CH3:38][C:39]1[C:43]([S:44]([N:10]2[CH:11]=[C:7]([C:6]3[S:5][C:4]([NH:12][C:13](=[O:15])[CH3:14])=[N:3][C:2]=3[CH3:1])[CH:8]=[N:9]2)(=[O:46])=[O:45])=[C:42]([CH3:48])[O:41][N:40]=1.